This data is from CYP2C19 inhibition data for predicting drug metabolism from PubChem BioAssay. The task is: Regression/Classification. Given a drug SMILES string, predict its absorption, distribution, metabolism, or excretion properties. Task type varies by dataset: regression for continuous measurements (e.g., permeability, clearance, half-life) or binary classification for categorical outcomes (e.g., BBB penetration, CYP inhibition). Dataset: cyp2c19_veith. (1) The drug is COc1ccc2c(=O)c(-c3ccccc3C)c(C)oc2c1. The result is 1 (inhibitor). (2) The drug is COc1ccc2[nH]c3cc4c(=O)c5cc(OC)ccc5[nH]c4cc3c(=O)c2c1. The result is 0 (non-inhibitor). (3) The molecule is CC1CCCCN1c1nc(-c2ccncc2)nc2ccccc12. The result is 1 (inhibitor). (4) The compound is CCNC(=O)COC(=O)c1cc(-c2ccc(OC)cc2)nc2ccccc12. The result is 1 (inhibitor). (5) The molecule is COc1ccc(NC2=Nc3cccc4cccc2c34)cc1OC. The result is 1 (inhibitor). (6) The compound is COc1cccc([C@@H]2Oc3ccc(OC)cc3/C(=N/O[C@@H](C)c3cn([C@H]4COC[C@H]4O)nn3)[C@@H]2O)c1. The result is 0 (non-inhibitor). (7) The molecule is CN(C)c1ncc2nc(-c3cccc(C#N)c3)c(=O)n(C[C@H]3CCCO3)c2n1. The result is 0 (non-inhibitor). (8) The molecule is CCCS(=O)(=O)N1CCCC(C(=O)NCCCN(C)Cc2ccccc2)C1. The result is 0 (non-inhibitor).